From a dataset of Catalyst prediction with 721,799 reactions and 888 catalyst types from USPTO. Predict which catalyst facilitates the given reaction. (1) Reactant: C(N(CC)CC)C.[CH2:8]([O:10][C:11]([C:13]1([CH2:18][O:19][C:20]2[CH:25]=[CH:24][C:23]([C:26]3[CH:31]=[CH:30][C:29]([F:32])=[CH:28][CH:27]=3)=[CH:22][CH:21]=2)[CH2:17][CH2:16][NH:15][CH2:14]1)=[O:12])[CH3:9].[CH:33]1([C:36](Cl)=[O:37])[CH2:35][CH2:34]1. Product: [CH2:8]([O:10][C:11]([C:13]1([CH2:18][O:19][C:20]2[CH:25]=[CH:24][C:23]([C:26]3[CH:27]=[CH:28][C:29]([F:32])=[CH:30][CH:31]=3)=[CH:22][CH:21]=2)[CH2:17][CH2:16][N:15]([C:36]([CH:33]2[CH2:35][CH2:34]2)=[O:37])[CH2:14]1)=[O:12])[CH3:9]. The catalyst class is: 4. (2) Reactant: [S:1]1[C:5]2[CH:6]=[CH:7][CH:8]=[CH:9][C:4]=2[N:3]=[C:2]1[N:10]([CH2:18][CH2:19][O:20][C:21]1[CH:34]=[CH:33][C:24]([CH:25]=[C:26]2[S:30][C:29](=[O:31])[NH:28][C:27]2=[O:32])=[CH:23][CH:22]=1)[CH2:11][C:12]1[CH:17]=[CH:16][CH:15]=[CH:14][CH:13]=1. Product: [S:1]1[C:5]2[CH:6]=[CH:7][CH:8]=[CH:9][C:4]=2[N:3]=[C:2]1[N:10]([CH2:18][CH2:19][O:20][C:21]1[CH:34]=[CH:33][C:24]([CH2:25][CH:26]2[S:30][C:29](=[O:31])[NH:28][C:27]2=[O:32])=[CH:23][CH:22]=1)[CH2:11][C:12]1[CH:13]=[CH:14][CH:15]=[CH:16][CH:17]=1. The catalyst class is: 505. (3) Reactant: [CH:1]1([N:7]2[CH:13](C)[CH2:12][CH2:11][C:10]3[CH:15]=[C:16]([O:19]C)[CH:17]=[CH:18][C:9]=3[C:8]2=[O:21])[CH2:6][CH2:5][CH2:4][CH2:3][CH2:2]1.[C:22](O)(=O)C.Br. Product: [CH:6]1([CH2:1][N:7]2[CH2:13][CH2:12][CH2:11][C:10]3[CH:15]=[C:16]([OH:19])[CH:17]=[CH:18][C:9]=3[C:8]2=[O:21])[CH2:22][CH2:2][CH2:3][CH2:4][CH2:5]1. The catalyst class is: 6. (4) Reactant: Br[C:2]1[CH:3]=[N:4][C:5]([CH2:8][CH3:9])=[N:6][CH:7]=1.[B:10]1([B:10]2[O:14][C:13]([CH3:16])([CH3:15])[C:12]([CH3:18])([CH3:17])[O:11]2)[O:14][C:13]([CH3:16])([CH3:15])[C:12]([CH3:18])([CH3:17])[O:11]1.C([O-])(=O)C.[K+]. Product: [CH2:8]([C:5]1[N:4]=[CH:3][C:2]([B:10]2[O:14][C:13]([CH3:16])([CH3:15])[C:12]([CH3:18])([CH3:17])[O:11]2)=[CH:7][N:6]=1)[CH3:9]. The catalyst class is: 140. (5) Reactant: Cl.[CH3:2][NH:3][O:4][CH3:5].C[Al](C)C.[CH2:10]([O:13][CH:14]([CH3:19])[C:15]([O:17]C)=O)[CH:11]=[CH2:12].O. Product: [CH3:5][O:4][N:3]([CH3:2])[C:15](=[O:17])[CH:14]([O:13][CH2:10][CH:11]=[CH2:12])[CH3:19]. The catalyst class is: 4. (6) Reactant: [F:1][C:2]1[CH:7]=[CH:6][C:5]([NH:8][C:9]2[C:10]3[C:17]([CH3:18])=[C:16]([C:19]([O:21][CH3:22])=[O:20])[S:15][C:11]=3[N:12]=[CH:13][N:14]=2)=[C:4]([OH:23])[CH:3]=1.[C:24]([C:31](N)(O)C)(OC(C)(C)C)=O.C1(P(C2C=CC=CC=2)C2C=CC=CC=2)C=CC=CC=1.[N:54]([C:63]([O:65][C:66]([CH3:69])([CH3:68])[CH3:67])=[O:64])=[N:54][C:63]([O:65][C:66]([CH3:69])([CH3:68])[CH3:67])=[O:64]. Product: [C:66]([O:65][C:63]([NH:54][CH2:24][CH2:31][O:23][C:4]1[CH:3]=[C:2]([F:1])[CH:7]=[CH:6][C:5]=1[NH:8][C:9]1[C:10]2[C:17]([CH3:18])=[C:16]([C:19]([O:21][CH3:22])=[O:20])[S:15][C:11]=2[N:12]=[CH:13][N:14]=1)=[O:64])([CH3:67])([CH3:68])[CH3:69]. The catalyst class is: 1. (7) Reactant: [O:1]=[C:2]1[CH2:6][N:5]([C:7]([O:9][CH2:10][C:11]2[CH:16]=[CH:15][CH:14]=[CH:13][CH:12]=2)=[O:8])[C@H:4]([C:17](=[O:37])[NH:18][CH2:19][C:20]2[CH:25]=[C:24]([C:26]3[CH:31]=[CH:30][C:29]([O:32][C:33]([F:36])([F:35])[F:34])=[CH:28][CH:27]=3)[N:23]=[CH:22][N:21]=2)[CH2:3]1.[CH3:38][Mg]Br. Product: [OH:1][C:2]1([CH3:38])[CH2:6][N:5]([C:7]([O:9][CH2:10][C:11]2[CH:12]=[CH:13][CH:14]=[CH:15][CH:16]=2)=[O:8])[C@H:4]([C:17](=[O:37])[NH:18][CH2:19][C:20]2[CH:25]=[C:24]([C:26]3[CH:27]=[CH:28][C:29]([O:32][C:33]([F:35])([F:34])[F:36])=[CH:30][CH:31]=3)[N:23]=[CH:22][N:21]=2)[CH2:3]1. The catalyst class is: 7.